Regression/Classification. Given a drug SMILES string, predict its absorption, distribution, metabolism, or excretion properties. Task type varies by dataset: regression for continuous measurements (e.g., permeability, clearance, half-life) or binary classification for categorical outcomes (e.g., BBB penetration, CYP inhibition). Dataset: cyp3a4_veith. From a dataset of CYP3A4 inhibition data for predicting drug metabolism from PubChem BioAssay. (1) The molecule is Nc1ccc(C(=O)C[C@H](N)C(=O)O)cc1O. The result is 0 (non-inhibitor). (2) The drug is CC(=O)O[C@@H]1CN2CCC1CC2. The result is 0 (non-inhibitor). (3) The compound is CCS(=O)(=O)N1CCC(C(=O)NCCc2ccccc2)CC1. The result is 0 (non-inhibitor). (4) The compound is O=C(Nc1c(C(=O)N2CCOCC2)cnn1-c1ccccc1)c1ccco1. The result is 0 (non-inhibitor). (5) The drug is CC(C)CO/N=C1/C[C@@H](O)[C@@H](O)[C@H]2[C@@H]1CC[C@@H]1C(=O)N(C[C@@H]3CCCO3)C(=O)[C@H]12. The result is 0 (non-inhibitor).